From a dataset of Catalyst prediction with 721,799 reactions and 888 catalyst types from USPTO. Predict which catalyst facilitates the given reaction. (1) Reactant: [Cl:1][C:2]1[CH:3]=[CH:4][C:5]([N+:12]([O-])=O)=[C:6]([CH:11]=1)[NH:7][CH:8]([CH3:10])[CH3:9].[Cl-].[NH4+].C1C[O:20][CH2:19]C1. Product: [Cl:1][C:2]1[CH:3]=[CH:4][C:5]2[NH:12][C:19](=[O:20])[N:7]([CH:8]([CH3:10])[CH3:9])[C:6]=2[CH:11]=1. The catalyst class is: 190. (2) The catalyst class is: 5. Product: [OH:55][CH2:54][C@@H:38]1[C@@H:39]([OH:50])[C@H:40]([OH:46])[C@H:41]([OH:42])[C@@H:36]([CH2:35]/[CH:34]=[CH:33]/[C:30]2[CH:29]=[CH:28][C:27](/[CH:26]=[CH:25]/[CH2:24][C@@H:8]3[C@@H:9]([OH:20])[C@@H:10]([OH:16])[C@H:11]([OH:12])[C@@H:6]([CH2:5][OH:4])[O:7]3)=[CH:32][CH:31]=2)[O:37]1. Reactant: C([O:4][CH2:5][C@@H:6]1[C@@H:11]([O:12]C(=O)C)[C@H:10]([O:16]C(=O)C)[C@H:9]([O:20]C(=O)C)[C@@H:8]([CH2:24]/[CH:25]=[CH:26]/[C:27]2[CH:32]=[CH:31][C:30](/[CH:33]=[CH:34]/[CH2:35][C@@H:36]3[C@@H:41]([O:42]C(=O)C)[C@@H:40]([O:46]C(=O)C)[C@H:39]([O:50]C(=O)C)[C@@H:38]([CH2:54][O:55]C(=O)C)[O:37]3)=[CH:29][CH:28]=2)[O:7]1)(=O)C.CO[Na].